From a dataset of Full USPTO retrosynthesis dataset with 1.9M reactions from patents (1976-2016). Predict the reactants needed to synthesize the given product. (1) The reactants are: [C:1]([O:4][CH2:5][CH:6]1[N:11]([C:12]([O:14][C:15]([CH3:18])([CH3:17])[CH3:16])=[O:13])[CH2:10][CH:9]2[C:19]3[CH:25]=[C:24](Br)[CH:23]=[C:22]([Cl:27])[C:20]=3[O:21][CH:8]2[CH2:7]1)(=[O:3])[CH3:2].[C:28]1([S:34]([O-:36])=[O:35])[CH:33]=[CH:32][CH:31]=[CH:30][CH:29]=1.[Na+]. Given the product [C:1]([O:4][CH2:5][CH:6]1[N:11]([C:12]([O:14][C:15]([CH3:18])([CH3:17])[CH3:16])=[O:13])[CH2:10][C:9]2[C:19]3[CH:25]=[C:24]([S:34]([C:28]4[CH:33]=[CH:32][CH:31]=[CH:30][CH:29]=4)(=[O:36])=[O:35])[CH:23]=[C:22]([Cl:27])[C:20]=3[O:21][C:8]=2[CH2:7]1)(=[O:3])[CH3:2], predict the reactants needed to synthesize it. (2) Given the product [C:32]([O:31][CH2:30][CH2:17][CH2:24][CH3:42])(=[O:35])[CH:33]=[CH2:34].[C:1]([OH:5])(=[O:4])[CH:2]=[CH2:3], predict the reactants needed to synthesize it. The reactants are: [C:1]([O:5][CH2:24][C:17](COC(=O)C=C)(COC[C:17]([CH2:30][O:31][C:32](=[O:35])[CH:33]=[CH2:34])([CH2:24]OC(=O)C=C)C[O:5][C:1](=[O:4])[CH:2]=[CH2:3])[CH2:30][O:31][C:32](=[O:35])[CH:33]=[CH2:34])(=[O:4])[CH:2]=[CH2:3].[CH2:42]1CCC(O)(C(C2C=CC=CC=2)=O)CC1.NC(OCC)=O. (3) Given the product [CH3:23][N:22]([CH2:21][C:8]1[CH:9]=[C:10]([NH:13][C:14](=[O:20])[O:15][C:16]([CH3:19])([CH3:18])[CH3:17])[CH:11]=[CH:12][C:7]=1[Si:26]([CH3:29])([CH3:28])[CH3:25])[CH3:24], predict the reactants needed to synthesize it. The reactants are: C([Li])CCC.Br[C:7]1[CH:12]=[CH:11][C:10]([NH:13][C:14](=[O:20])[O:15][C:16]([CH3:19])([CH3:18])[CH3:17])=[CH:9][C:8]=1[CH2:21][N:22]([CH3:24])[CH3:23].[CH3:25][Si:26]([CH3:29])([CH3:28])Cl.O.